Dataset: Catalyst prediction with 721,799 reactions and 888 catalyst types from USPTO. Task: Predict which catalyst facilitates the given reaction. (1) Product: [O:13]1[CH:17]=[CH:16][CH:15]=[C:14]1[C:18]1[NH:12][C:10]2[N:9]([N:8]=[C:7]([C:1]3[CH:2]=[CH:3][CH:4]=[CH:5][CH:6]=3)[CH:11]=2)[C:20](=[O:21])[CH:19]=1. The catalyst class is: 15. Reactant: [C:1]1([C:7]2[CH:11]=[C:10]([NH2:12])[NH:9][N:8]=2)[CH:6]=[CH:5][CH:4]=[CH:3][CH:2]=1.[O:13]1[CH:17]=[CH:16][CH:15]=[C:14]1[C:18](=O)[CH2:19][C:20](OC)=[O:21]. (2) Reactant: C([O:8][C:9]1[CH:14]=[CH:13][C:12]([N:15]2[C:19]([NH:20][C:21]([NH:23][C:24]3[C:33]4[C:28](=[CH:29][CH:30]=[CH:31][CH:32]=4)[CH:27]=[CH:26][CH:25]=3)=[O:22])=[CH:18][C:17]([C:34]([CH3:37])([CH3:36])[CH3:35])=[N:16]2)=[CH:11][CH:10]=1)C1C=CC=CC=1. Product: [C:34]([C:17]1[CH:18]=[C:19]([NH:20][C:21]([NH:23][C:24]2[C:33]3[C:28](=[CH:29][CH:30]=[CH:31][CH:32]=3)[CH:27]=[CH:26][CH:25]=2)=[O:22])[N:15]([C:12]2[CH:13]=[CH:14][C:9]([OH:8])=[CH:10][CH:11]=2)[N:16]=1)([CH3:37])([CH3:35])[CH3:36]. The catalyst class is: 19. (3) The catalyst class is: 126. Product: [NH2:34][C:33]1[N:1]([C:2]2[CH:10]=[C:9]3[C:5]([CH2:6][CH2:7][N:8]3[C:11](=[O:16])[C:12]([F:15])([F:13])[F:14])=[CH:4][CH:3]=2)[N:17]=[C:26]([C:27]([CH3:30])([CH3:29])[CH3:28])[CH:32]=1. Reactant: [NH2:1][C:2]1[CH:10]=[C:9]2[C:5]([CH2:6][CH2:7][N:8]2[C:11](=[O:16])[C:12]([F:15])([F:14])[F:13])=[CH:4][CH:3]=1.[N:17]([O-])=O.[Na+].O.O.Cl[Sn]Cl.[C:26]([CH2:32][C:33]#[N:34])(=O)[C:27]([CH3:30])([CH3:29])[CH3:28]. (4) Reactant: [C:1]([O:5][C:6]([N:8]1[CH2:13][CH2:12][N:11]([C:14]2[CH:22]=[CH:21][CH:20]=[C:19]3[C:15]=2[CH:16]=[CH:17][NH:18]3)[CH2:10][CH2:9]1)=[O:7])([CH3:4])([CH3:3])[CH3:2].[Cl:23]N1C(=O)CCC1=O.O.C(O)C. Product: [C:1]([O:5][C:6]([N:8]1[CH2:13][CH2:12][N:11]([C:14]2[C:22]([Cl:23])=[CH:21][CH:20]=[C:19]3[C:15]=2[CH:16]=[CH:17][NH:18]3)[CH2:10][CH2:9]1)=[O:7])([CH3:4])([CH3:2])[CH3:3]. The catalyst class is: 12. (5) Reactant: [C:1]([O:5][C:6]([NH:8][CH:9]1[CH2:11][CH:10]1[C:12]1[CH:13]=[C:14]([CH:18]=[CH:19][CH:20]=1)[C:15]([OH:17])=O)=[O:7])([CH3:4])([CH3:3])[CH3:2].[CH3:21][N:22]1[CH:26]=[C:25]([NH2:27])[CH:24]=[N:23]1.C(N(CC)CC)C.F[P-](F)(F)(F)(F)F.N1(OC(N(C)C)=[N+](C)C)C2N=CC=CC=2N=N1. Product: [CH3:21][N:22]1[CH:26]=[C:25]([NH:27][C:15]([C:14]2[CH:13]=[C:12]([C@@H:10]3[CH2:11][C@H:9]3[NH:8][C:6](=[O:7])[O:5][C:1]([CH3:2])([CH3:3])[CH3:4])[CH:20]=[CH:19][CH:18]=2)=[O:17])[CH:24]=[N:23]1. The catalyst class is: 18. (6) Reactant: [Br:1][C:2]1[N:3]2[CH:9]=[N:8][CH:7]=[C:4]2[S:5][CH:6]=1.F[B-](F)(F)F.[O:15]=[N+:16]=[O:17]. Product: [Br:1][C:2]1[N:3]2[CH:9]=[N:8][C:7]([N+:16]([O-:17])=[O:15])=[C:4]2[S:5][CH:6]=1. The catalyst class is: 10. (7) Reactant: Br[C:2](Br)=[CH:3][C:4]1[CH:9]=[CH:8][C:7]([C:10]2[CH:15]=[CH:14][C:13]([C:16]([O:18][CH3:19])=[O:17])=[CH:12][CH:11]=2)=[C:6]([O:20][CH3:21])[CH:5]=1.[CH3:23][N:24]1[CH2:29][CH2:28][NH:27][CH2:26][CH2:25]1.CN(C=[O:34])C. Product: [CH3:21][O:20][C:6]1[CH:5]=[C:4]([CH2:3][C:2]([N:27]2[CH2:28][CH2:29][N:24]([CH3:23])[CH2:25][CH2:26]2)=[O:34])[CH:9]=[CH:8][C:7]=1[C:10]1[CH:15]=[CH:14][C:13]([C:16]([O:18][CH3:19])=[O:17])=[CH:12][CH:11]=1. The catalyst class is: 69.